This data is from Full USPTO retrosynthesis dataset with 1.9M reactions from patents (1976-2016). The task is: Predict the reactants needed to synthesize the given product. Given the product [NH2:22][C:17]1[C:16]([CH2:15][NH:14][CH:11]2[CH2:10][CH2:9][N:8]([CH2:7][C:1]3[CH:6]=[CH:5][CH:4]=[CH:3][CH:2]=3)[CH2:13][CH2:12]2)=[CH:21][CH:20]=[CH:19][N:18]=1, predict the reactants needed to synthesize it. The reactants are: [C:1]1([CH2:7][N:8]2[CH2:13][CH2:12][CH:11]([NH:14][CH2:15][C:16]3[C:17]([NH:22]C(=O)C(C)(C)C)=[N:18][CH:19]=[CH:20][CH:21]=3)[CH2:10][CH2:9]2)[CH:6]=[CH:5][CH:4]=[CH:3][CH:2]=1.